This data is from Forward reaction prediction with 1.9M reactions from USPTO patents (1976-2016). The task is: Predict the product of the given reaction. (1) Given the reactants Cl.[Cl:2][C:3]1[CH:4]=[C:5]([NH:10][C:11]2[C:20]3[C:15](=[CH:16][C:17]([O:24][CH2:25][CH2:26][CH2:27][O:28]C4CCCCO4)=[C:18]([N+:21]([O-:23])=[O:22])[CH:19]=3)[N:14]=[CH:13][N:12]=2)[CH:6]=[CH:7][C:8]=1[F:9], predict the reaction product. The product is: [Cl:2][C:3]1[CH:4]=[C:5]([NH:10][C:11]2[C:20]3[C:15](=[CH:16][C:17]([O:24][CH2:25][CH2:26][CH2:27][OH:28])=[C:18]([N+:21]([O-:23])=[O:22])[CH:19]=3)[N:14]=[CH:13][N:12]=2)[CH:6]=[CH:7][C:8]=1[F:9]. (2) Given the reactants [NH2:1][C:2]([CH:16]([O:18][CH3:19])[CH3:17])=[CH:3][C:4]([C:6]1[CH:11]=[CH:10][C:9]([C:12]([F:15])([F:14])[F:13])=[CH:8][CH:7]=1)=[O:5].FC(F)(F)C(O)=O.[CH3:27][C:28]1([CH3:36])[CH2:33][C:32](=O)[CH2:31][C:30](=[O:35])[CH2:29]1.[CH:37]1([CH:42]=O)[CH2:41][CH2:40][CH2:39][CH2:38]1, predict the reaction product. The product is: [CH:37]1([CH:42]2[C:31]3[C:30](=[O:35])[CH2:29][C:28]([CH3:27])([CH3:36])[CH2:33][C:32]=3[NH:1][C:2]([CH:16]([O:18][CH3:19])[CH3:17])=[C:3]2[C:4](=[O:5])[C:6]2[CH:11]=[CH:10][C:9]([C:12]([F:14])([F:15])[F:13])=[CH:8][CH:7]=2)[CH2:41][CH2:40][CH2:39][CH2:38]1. (3) Given the reactants [CH3:1][C:2]1[CH:7]=[C:6]([CH3:8])[NH:5][C:4](=[O:9])[C:3]=1[CH2:10][NH:11][C:12]([C:14]1[C:15]([CH3:34])=[C:16]([CH:19]([OH:33])[CH:20]2[CH2:25][CH2:24][N:23](C(OC(C)(C)C)=O)[CH2:22][CH2:21]2)[S:17][CH:18]=1)=[O:13].Cl.O1CCOCC1, predict the reaction product. The product is: [CH3:1][C:2]1[CH:7]=[C:6]([CH3:8])[NH:5][C:4](=[O:9])[C:3]=1[CH2:10][NH:11][C:12]([C:14]1[C:15]([CH3:34])=[C:16]([CH:19]([OH:33])[CH:20]2[CH2:25][CH2:24][NH:23][CH2:22][CH2:21]2)[S:17][CH:18]=1)=[O:13]. (4) Given the reactants [Cl:1][CH2:2][CH2:3][O:4][C:5]1[CH:10]=[C:9]([F:11])[CH:8]=[CH:7][C:6]=1[N+:12]([O-:14])=[O:13].Cl[CH2:16][S:17]([C:20]1[CH:25]=[CH:24][CH:23]=[CH:22][CH:21]=1)(=[O:19])=[O:18].CC(C)([O-])C.[K+].Cl, predict the reaction product. The product is: [C:20]1([S:17]([CH2:16][C:7]2[CH:8]=[C:9]([F:11])[CH:10]=[C:5]([O:4][CH2:3][CH2:2][Cl:1])[C:6]=2[N+:12]([O-:14])=[O:13])(=[O:19])=[O:18])[CH:25]=[CH:24][CH:23]=[CH:22][CH:21]=1. (5) The product is: [NH2:25][C:26]1[S:27][CH:28]=[C:29]([C:31]2[CH:45]=[CH:44][C:34]([CH2:35][NH:36][C:37]([O:39][C:40]([CH3:41])([CH3:43])[CH3:42])=[O:38])=[CH:33][CH:32]=2)[N:30]=1. Given the reactants C1CC1C(NC1SC=C(C2C=CC(CN)=CC=2)N=1)=O.C1CC1C([NH:25][C:26]1[S:27][CH:28]=[C:29]([C:31]2[CH:45]=[CH:44][C:34]([CH2:35][NH:36][C:37]([O:39][C:40]([CH3:43])([CH3:42])[CH3:41])=[O:38])=[CH:33][CH:32]=2)[N:30]=1)=O.FC(F)(F)C(O)=O, predict the reaction product. (6) Given the reactants [NH:1]([C:3]1[CH:8]=[C:7]([CH3:9])[CH:6]=[CH:5][N:4]=1)[NH2:2].[Si:10]([O:17][C:18]1[CH:19]=[CH:20][CH:21]=[C:22]2[C:27]=1[N:26]=[C:25]([CH:28]=O)[CH:24]=[CH:23]2)([C:13]([CH3:16])([CH3:15])[CH3:14])([CH3:12])[CH3:11], predict the reaction product. The product is: [Si:10]([O:17][C:18]1[CH:19]=[CH:20][CH:21]=[C:22]2[C:27]=1[N:26]=[C:25](/[CH:28]=[N:2]/[NH:1][C:3]1[CH:8]=[C:7]([CH3:9])[CH:6]=[CH:5][N:4]=1)[CH:24]=[CH:23]2)([C:13]([CH3:16])([CH3:15])[CH3:14])([CH3:11])[CH3:12]. (7) Given the reactants [NH2:1][C:2]1[C:7]([C:8]([NH:10][CH2:11][C:12]2[CH:17]=[CH:16][C:15]([O-:18])=[CH:14][CH:13]=2)=[O:9])=[CH:6][CH:5]=[CH:4][N:3]=1.[Na+].Br[CH2:21][CH2:22][CH2:23][CH2:24][CH2:25][CH2:26][CH3:27].C(=O)([O-])[O-].[Cs+].[Cs+].CN(C=O)C, predict the reaction product. The product is: [CH2:21]([O:18][C:15]1[CH:14]=[CH:13][C:12]([CH2:11][NH:10][C:8](=[O:9])[C:7]2[CH:6]=[CH:5][CH:4]=[N:3][C:2]=2[NH2:1])=[CH:17][CH:16]=1)[CH2:22][CH2:23][CH2:24][CH2:25][CH2:26][CH3:27]. (8) Given the reactants C([O:3][C:4]([C:6]1[S:10][C:9]([NH:11][C:12](=[O:27])[C:13]2[CH:18]=[C:17]([C:19]([F:22])([F:21])[F:20])[CH:16]=[C:15]([C:23]([F:26])([F:25])[F:24])[CH:14]=2)=[N:8][C:7]=1[C:28]([F:34])([F:33])[C:29]([F:32])([F:31])[F:30])=[O:5])C.[OH-].[Na+], predict the reaction product. The product is: [C:4]([C:6]1[S:10][C:9]([NH:11][C:12](=[O:27])[C:13]2[CH:18]=[C:17]([C:19]([F:21])([F:22])[F:20])[CH:16]=[C:15]([C:23]([F:24])([F:25])[F:26])[CH:14]=2)=[N:8][C:7]=1[C:28]([F:34])([F:33])[C:29]([F:30])([F:31])[F:32])([OH:5])=[O:3].